This data is from Catalyst prediction with 721,799 reactions and 888 catalyst types from USPTO. The task is: Predict which catalyst facilitates the given reaction. (1) Reactant: [Cl:1][C:2]1[C:3]([C:28]2[C:36]3[C:31](=[CH:32][CH:33]=[CH:34][CH:35]=3)[N:30]([S:37]([C:40]3[CH:45]=[CH:44][CH:43]=[CH:42][CH:41]=3)(=[O:39])=[O:38])[CH:29]=2)=[N:4][C:5]([NH:8][C:9]2[CH:14]=[CH:13][C:12]([NH:15][CH2:16][C:17]3[CH:22]=[CH:21][C:20]([O:23][CH3:24])=[CH:19][CH:18]=3)=[C:11]([N+:25]([O-])=O)[CH:10]=2)=[N:6][CH:7]=1. The catalyst class is: 358. Product: [Cl:1][C:2]1[C:3]([C:28]2[C:36]3[C:31](=[CH:32][CH:33]=[CH:34][CH:35]=3)[N:30]([S:37]([C:40]3[CH:41]=[CH:42][CH:43]=[CH:44][CH:45]=3)(=[O:39])=[O:38])[CH:29]=2)=[N:4][C:5]([NH:8][C:9]2[CH:10]=[C:11]([NH2:25])[C:12]([NH:15][CH2:16][C:17]3[CH:18]=[CH:19][C:20]([O:23][CH3:24])=[CH:21][CH:22]=3)=[CH:13][CH:14]=2)=[N:6][CH:7]=1. (2) Reactant: [CH3:1][C@@H:2]1[O:7][C@@H:6]([O:8][CH2:9][C@H:10]2[O:15][C@@H:14]([O:16][C:17]3[CH:18]=[C:19]([OH:37])[C:20]4[C:26](=[O:27])[CH:25]=[C:24]([C:28]5[CH:29]=[CH:30][C:31]([O:35][CH3:36])=[C:32]([OH:34])[CH:33]=5)[O:23][C:21]=4[CH:22]=3)[C@H:13]([OH:38])[C@@H:12]([OH:39])[C@@H:11]2[OH:40])[C@H:5]([OH:41])[C@H:4]([OH:42])[C@H:3]1[OH:43].[BH4-].[Na+].[Pd:46]. Product: [CH3:1][C@@H:2]1[O:7][C@@H:6]([O:8][CH2:9][C@H:10]2[O:15][C@@H:14]([O:16][C:17]3[CH:18]=[C:19]([OH:37])[C:20]4[C:26](=[O:27])[CH:25]=[C:24]([C:28]5[CH:29]=[CH:30][C:31]([O:35][CH3:36])=[C:32]([OH:34])[CH:33]=5)[O:23][C:21]=4[CH:22]=3)[C@H:13]([OH:38])[C@@H:12]([OH:39])[C@@H:11]2[OH:40])[C@H:5]([OH:41])[C@H:4]([OH:42])[C@H:3]1[OH:43].[Pd:46]. The catalyst class is: 6. (3) Reactant: [N:1](OCCC(C)C)=O.[NH2:9][C:10]1[C:11]([NH:21][C@@H:22]2[CH2:26][C@H:25]([OH:27])[CH:24]=[CH:23]2)=[N:12][C:13]([S:17][CH2:18][CH2:19][CH3:20])=[N:14][C:15]=1[Cl:16]. The catalyst class is: 10. Product: [Cl:16][C:15]1[C:10]2[N:9]=[N:1][N:21]([C@@H:22]3[CH2:26][C@H:25]([OH:27])[CH:24]=[CH:23]3)[C:11]=2[N:12]=[C:13]([S:17][CH2:18][CH2:19][CH3:20])[N:14]=1. (4) Reactant: [CH:1]1[CH:6]=[C:5]2[C:7]([C:9]3[CH:16]=[CH:15][C:14]([OH:17])=[C:13]([OH:18])[C:10]=3[C:11](=[O:12])[C:4]2=[CH:3][CH:2]=1)=[O:8].[C:19](OC(=O)C)(=[O:21])[CH3:20].Cl. Product: [CH3:20][C:19]([O:17][C:14]1[CH:15]=[CH:16][C:9]2[C:7](=[O:8])[C:5]3[CH:6]=[CH:1][CH:2]=[CH:3][C:4]=3[C:11](=[O:12])[C:10]=2[C:13]=1[OH:18])=[O:21]. The catalyst class is: 17. (5) Reactant: C[O:2][C:3]([C:5]1[C:6]([O:23][CH2:24][C:25]2[C:30]([F:31])=[CH:29][C:28]([Br:32])=[CH:27][C:26]=2[F:33])=[N:7][S:8][C:9]=1[NH:10][C:11]([NH:13][CH2:14][CH2:15][CH2:16][CH2:17][N:18]1[CH2:22][CH2:21][CH2:20][CH2:19]1)=[O:12])=O.[NH3:34]. Product: [Br:32][C:28]1[CH:29]=[C:30]([F:31])[C:25]([CH2:24][O:23][C:6]2[C:5]([C:3]([NH2:34])=[O:2])=[C:9]([NH:10][C:11]([NH:13][CH2:14][CH2:15][CH2:16][CH2:17][N:18]3[CH2:22][CH2:21][CH2:20][CH2:19]3)=[O:12])[S:8][N:7]=2)=[C:26]([F:33])[CH:27]=1. The catalyst class is: 111. (6) Reactant: [CH3:1][N:2]1[CH2:7][CH2:6][N:5]([CH:8]([C:12]2[CH:17]=[CH:16][CH:15]=[CH:14][CH:13]=2)[C:9]([OH:11])=[O:10])[CH2:4][C:3]1=[O:18].C1CCC(N=C=NC2CCCCC2)CC1.C1C=CC2N(O)N=NC=2C=1.[N:44]12[CH2:51][CH2:50][CH:47]([CH2:48][CH2:49]1)[C@@H:46](O)[CH2:45]2. Product: [CH3:1][N:2]1[CH2:7][CH2:6][N:5]([CH:8]([C:12]2[CH:17]=[CH:16][CH:15]=[CH:14][CH:13]=2)[C:9]([O:11][C@@H:46]2[CH:47]3[CH2:50][CH2:51][N:44]([CH2:49][CH2:48]3)[CH2:45]2)=[O:10])[CH2:4][C:3]1=[O:18]. The catalyst class is: 1. (7) Reactant: [CH2:1]([N:4]1[C:8]2[C:9]([CH:14]([CH2:17][CH3:18])[CH2:15][CH3:16])=[CH:10][CH:11]=[C:12]([Cl:13])[C:7]=2[NH:6][C:5]1=O)[CH:2]=[CH2:3].P(Cl)(Cl)([Cl:22])=O. Product: [CH2:1]([N:4]1[C:8]2[C:9]([CH:14]([CH2:17][CH3:18])[CH2:15][CH3:16])=[CH:10][CH:11]=[C:12]([Cl:13])[C:7]=2[N:6]=[C:5]1[Cl:22])[CH:2]=[CH2:3]. The catalyst class is: 13. (8) Reactant: [BH4-].[Na+].[Cl:3][C:4]1[CH:9]=[CH:8][CH:7]=[C:6]([F:10])[C:5]=1[CH:11]1[N:16]2[N:17]=[CH:18][N:19]=[C:15]2[NH:14][C:13]([C:20]2[CH:25]=[CH:24][C:23]([Cl:26])=[CH:22][CH:21]=2)=[CH:12]1. Product: [Cl:3][C:4]1[CH:9]=[CH:8][CH:7]=[C:6]([F:10])[C:5]=1[C@H:11]1[N:16]2[N:17]=[CH:18][N:19]=[C:15]2[NH:14][C@@H:13]([C:20]2[CH:25]=[CH:24][C:23]([Cl:26])=[CH:22][CH:21]=2)[CH2:12]1. The catalyst class is: 24.